Dataset: TCR-epitope binding with 47,182 pairs between 192 epitopes and 23,139 TCRs. Task: Binary Classification. Given a T-cell receptor sequence (or CDR3 region) and an epitope sequence, predict whether binding occurs between them. (1) The epitope is LPRRSGAAGA. The TCR CDR3 sequence is CSARDRTGNTIYF. Result: 0 (the TCR does not bind to the epitope). (2) The epitope is FLKEKGGL. The TCR CDR3 sequence is CSASPGRGNTEAFF. Result: 0 (the TCR does not bind to the epitope).